From a dataset of Catalyst prediction with 721,799 reactions and 888 catalyst types from USPTO. Predict which catalyst facilitates the given reaction. (1) Product: [NH:1]([C:8]1[N:18]([C:19]2[CH:24]=[CH:23][CH:22]=[CH:21][CH:20]=2)[C:25](=[O:28])[CH:26]=[CH:27][C:9]=1[C:10](=[O:11])[C:12]1[CH:13]=[CH:14][CH:15]=[CH:16][CH:17]=1)[C:2]1[CH:3]=[CH:4][CH:5]=[CH:6][CH:7]=1. The catalyst class is: 1. Reactant: [NH:1]([C:8]([NH:18][C:19]1[CH:24]=[CH:23][CH:22]=[CH:21][CH:20]=1)=[CH:9][C:10]([C:12]1[CH:17]=[CH:16][CH:15]=[CH:14][CH:13]=1)=[O:11])[C:2]1[CH:7]=[CH:6][CH:5]=[CH:4][CH:3]=1.[C:25](O)(=[O:28])[C:26]#[CH:27].N1(C(N2C=CN=C2)=O)C=CN=C1. (2) Reactant: [Br:1][C:2]1[CH:3]=[C:4]2[C:9](=[CH:10][CH:11]=1)[CH:8]=[C:7]([CH2:12]O)[CH:6]=[CH:5]2.P(Br)(Br)[Br:15]. Product: [Br:1][C:2]1[CH:11]=[CH:10][C:9]2[C:4](=[CH:5][CH:6]=[C:7]([CH2:12][Br:15])[CH:8]=2)[CH:3]=1. The catalyst class is: 22. (3) Reactant: [CH2:1]([O:3][C:4](=[O:28])[CH:5]([C:16]1[N:17]([C:21]2[C:26]([F:27])=[CH:25][CH:24]=[CH:23][N:22]=2)[N:18]=[CH:19][CH:20]=1)[C:6]1[C:11]([CH2:12][CH2:13][CH3:14])=[C:10](I)[N:9]=[CH:8][N:7]=1)[CH3:2]. Product: [CH2:1]([O:3][C:4](=[O:28])[CH:5]([C:16]1[N:17]([C:21]2[C:26]([F:27])=[CH:25][CH:24]=[CH:23][N:22]=2)[N:18]=[CH:19][CH:20]=1)[C:6]1[C:11]([CH2:12][CH2:13][CH3:14])=[CH:10][N:9]=[CH:8][N:7]=1)[CH3:2]. The catalyst class is: 50. (4) Reactant: [Br:1][C:2]1[CH:7]=[CH:6][CH:5]=[C:4]([Br:8])[C:3]=1[CH2:9]Br.[C:11]([O-:14])(=[O:13])[CH3:12].[K+].CN(C=O)C. Product: [C:11]([O:14][CH2:9][C:3]1[C:4]([Br:8])=[CH:5][CH:6]=[CH:7][C:2]=1[Br:1])(=[O:13])[CH3:12]. The catalyst class is: 6. (5) Reactant: [Cl:1][C:2]1[C:7](=[O:8])[N:6]([C:9]2[CH:10]=[C:11]([CH:15]=[CH:16][C:17]=2[CH3:18])[C:12]([NH2:14])=[O:13])[C:5](SC)=[N:4][C:3]=1[O:21][CH2:22][C:23]1[CH:28]=[CH:27][C:26]([F:29])=[CH:25][C:24]=1[F:30]. Product: [Cl:1][C:2]1[C:7](=[O:8])[N:6]([C:9]2[CH:10]=[C:11]([CH:15]=[CH:16][C:17]=2[CH3:18])[C:12]([NH2:14])=[O:13])[CH:5]=[N:4][C:3]=1[O:21][CH2:22][C:23]1[CH:28]=[CH:27][C:26]([F:29])=[CH:25][C:24]=1[F:30]. The catalyst class is: 470.